This data is from Reaction yield outcomes from USPTO patents with 853,638 reactions. The task is: Predict the reaction yield, written as a fraction of the theoretical maximum amount of product (1.0 means a 100% yield; for example, 0.34 means a 34% yield). (1) The reactants are [C:1]([C:3]1[CH:4]=[C:5]2[C:10](=[CH:11][CH:12]=1)[C:8](=[O:9])[O:7][CH2:6]2)#[N:2].[NH2:13][OH:14]. The catalyst is CCO. The product is [OH:14][N:13]=[C:1]([C:3]1[CH:4]=[C:5]2[C:10](=[CH:11][CH:12]=1)[C:8](=[O:9])[O:7][CH2:6]2)[NH2:2]. The yield is 0.862. (2) The reactants are [NH2:1][C:2]1[C:7]([CH3:8])=[C:6]([C:9]2[CH:14]=[CH:13][C:12]([C:15]#[C:16][Si](C)(C)C)=[CH:11][CH:10]=2)[N:5]=[C:4]([C:21]([O:23][CH3:24])=[O:22])[C:3]=1[Cl:25].C(=O)([O-])[O-].[K+].[K+]. The catalyst is CO.O. The product is [NH2:1][C:2]1[C:7]([CH3:8])=[C:6]([C:9]2[CH:10]=[CH:11][C:12]([C:15]#[CH:16])=[CH:13][CH:14]=2)[N:5]=[C:4]([C:21]([O:23][CH3:24])=[O:22])[C:3]=1[Cl:25]. The yield is 0.840. (3) The reactants are [CH2:1]([C:3]1[CH:4]=[C:5]([C:9]2[N:14]=[CH:13][C:12]3[CH:15]=[N:16][NH:17][C:11]=3[CH:10]=2)[CH:6]=[N:7][CH:8]=1)[CH3:2].Br[C:19]1[N:24]=[C:23]([F:25])[C:22]([Cl:26])=[CH:21][CH:20]=1.C(=O)([O-])[O-].[Cs+].[Cs+].CC1(C)C2C(=C(P(C3C=CC=CC=3)C3C=CC=CC=3)C=CC=2)OC2C(P(C3C=CC=CC=3)C3C=CC=CC=3)=CC=CC1=2. The catalyst is O1CCOCC1.C1C=CC(/C=C/C(/C=C/C2C=CC=CC=2)=O)=CC=1.C1C=CC(/C=C/C(/C=C/C2C=CC=CC=2)=O)=CC=1.C1C=CC(/C=C/C(/C=C/C2C=CC=CC=2)=O)=CC=1.[Pd].[Pd]. The product is [Cl:26][C:22]1[CH:21]=[CH:20][C:19]([N:17]2[C:11]3[CH:10]=[C:9]([C:5]4[CH:6]=[N:7][CH:8]=[C:3]([CH2:1][CH3:2])[CH:4]=4)[N:14]=[CH:13][C:12]=3[CH:15]=[N:16]2)=[N:24][C:23]=1[F:25]. The yield is 0.590. (4) The reactants are I([O-])(=O)(=O)=O.[Na+].[CH2:7]([N:14]1[C:18]([CH3:20])([CH3:19])[CH2:17][O:16][S:15]1=[O:21])[C:8]1[CH:13]=[CH:12][CH:11]=[CH:10][CH:9]=1.C([O:24]CC)C. The catalyst is C(#N)C.O.O.[Ru](Cl)(Cl)Cl. The product is [CH2:7]([N:14]1[C:18]([CH3:19])([CH3:20])[CH2:17][O:16][S:15]1(=[O:24])=[O:21])[C:8]1[CH:13]=[CH:12][CH:11]=[CH:10][CH:9]=1. The yield is 0.940. (5) The reactants are [H-].[Al+3].[Li+].[H-].[H-].[H-].[CH2:7]1[N:12]2[C:13]3[CH:19]=[CH:18][C:17]([C:20](OCC)=[O:21])=[CH:16][C:14]=3[N:15]=[C:11]2[CH2:10][CH2:9][CH2:8]1.C(=O)(O)[O-].[Na+].C(OCC)(=O)C. The catalyst is O1CCCC1. The product is [CH2:7]1[N:12]2[C:13]3[CH:19]=[CH:18][C:17]([CH2:20][OH:21])=[CH:16][C:14]=3[N:15]=[C:11]2[CH2:10][CH2:9][CH2:8]1. The yield is 0.800. (6) The reactants are Br[C:2]1[S:3][CH:4]=[C:5]([Br:7])[N:6]=1.[Li]CCCC.[C:13](=[O:15])=[O:14]. The catalyst is CCOCC. The product is [Br:7][C:5]1[N:6]=[C:2]([C:13]([OH:15])=[O:14])[S:3][CH:4]=1. The yield is 0.820. (7) The reactants are [OH:1][C:2]([CH3:35])([CH3:34])[CH2:3][C@@:4]1([C:28]2[CH:33]=[CH:32][CH:31]=[CH:30][CH:29]=2)[O:9][C:8](=[O:10])[N:7]([C@H:11]([C:13]2[CH:18]=[CH:17][C:16](B3OC(C)(C)C(C)(C)O3)=[CH:15][CH:14]=2)[CH3:12])[CH2:6][CH2:5]1.Br[C:37]1[CH:38]=[CH:39][C:40]([C:43]2([C:49]([NH2:51])=[O:50])[CH2:48][CH2:47][O:46][CH2:45][CH2:44]2)=[N:41][CH:42]=1. No catalyst specified. The product is [OH:1][C:2]([CH3:34])([CH3:35])[CH2:3][C@@:4]1([C:28]2[CH:33]=[CH:32][CH:31]=[CH:30][CH:29]=2)[O:9][C:8](=[O:10])[N:7]([C@H:11]([C:13]2[CH:14]=[CH:15][C:16]([C:37]3[CH:38]=[CH:39][C:40]([C:43]4([C:49]([NH2:51])=[O:50])[CH2:48][CH2:47][O:46][CH2:45][CH2:44]4)=[N:41][CH:42]=3)=[CH:17][CH:18]=2)[CH3:12])[CH2:6][CH2:5]1. The yield is 0.970.